This data is from Reaction yield outcomes from USPTO patents with 853,638 reactions. The task is: Predict the reaction yield, written as a fraction of the theoretical maximum amount of product (1.0 means a 100% yield; for example, 0.34 means a 34% yield). (1) The reactants are Br[C:2]1[CH:11]=[C:10]2[C:5]([CH:6]=[CH:7][C:8]([C:12]([O:14]C)=[O:13])=[N:9]2)=[CH:4][CH:3]=1.C([O-])([O-])=O.[Cs+].[Cs+].Cl.[CH3:23][C:24]1([CH3:28])[CH2:27][NH:26][CH2:25]1.Cl. The catalyst is CC(O)(C)C.CCOC(C)=O.C1(P(C2CCCCC2)C2C=CC=CC=2C2C(OC(C)C)=CC=CC=2OC(C)C)CCCCC1.NC1C=CC=CC=1C1C=CC=CC=1[Pd]Cl. The product is [CH3:23][C:24]1([CH3:28])[CH2:27][N:26]([C:2]2[CH:11]=[C:10]3[C:5]([CH:6]=[CH:7][C:8]([C:12]([OH:14])=[O:13])=[N:9]3)=[CH:4][CH:3]=2)[CH2:25]1. The yield is 0.640. (2) The reactants are [N+:1]([C:4]1[CH:20]=[C:19]([C:21]([F:24])([F:23])[F:22])[CH:18]=[CH:17][C:5]=1[O:6][C:7]1[CH:16]=[CH:15][CH:14]=[CH:13][C:8]=1[C:9]([O:11][CH3:12])=[O:10])([O-])=O. The catalyst is [Pd].CO. The product is [NH2:1][C:4]1[CH:20]=[C:19]([C:21]([F:22])([F:23])[F:24])[CH:18]=[CH:17][C:5]=1[O:6][C:7]1[CH:16]=[CH:15][CH:14]=[CH:13][C:8]=1[C:9]([O:11][CH3:12])=[O:10]. The yield is 1.00. (3) The reactants are [CH2:1]([O:8][CH2:9][CH2:10][OH:11])[C:2]1[CH:7]=[CH:6][CH:5]=[CH:4][CH:3]=1.Cl[C:13]1[N:14]=[C:15]([OH:23])[C:16]2[CH:22]=[CH:21][N:20]=[CH:19][C:17]=2[N:18]=1. No catalyst specified. The product is [C:2]1([CH2:1][O:8][CH2:9][CH2:10][O:11][C:13]2[N:14]=[C:15]([OH:23])[C:16]3[CH:22]=[CH:21][N:20]=[CH:19][C:17]=3[N:18]=2)[CH:7]=[CH:6][CH:5]=[CH:4][CH:3]=1. The yield is 0.610. (4) The reactants are [CH:1]([C:4]1[C:9](=[O:10])[NH:8][C:7](=[O:11])[NH:6][C:5]=1[C:12]([C:14]1[CH:15]=[C:16]([CH:21]=[CH:22][C:23]#[N:24])[CH:17]=[C:18]([CH3:20])[CH:19]=1)=[O:13])([CH3:3])[CH3:2].C(=O)([O-])[O-].[K+].[K+].I[CH2:32][CH3:33]. The catalyst is CN(C=O)C. The product is [CH2:32]([N:6]1[C:5]([C:12]([C:14]2[CH:15]=[C:16]([CH:21]=[CH:22][C:23]#[N:24])[CH:17]=[C:18]([CH3:20])[CH:19]=2)=[O:13])=[C:4]([CH:1]([CH3:3])[CH3:2])[C:9](=[O:10])[NH:8][C:7]1=[O:11])[CH3:33]. The yield is 0.540. (5) The reactants are P(Cl)(Cl)(Cl)=O.[Si]([O:13][C@@H:14]([CH3:39])[C@@H:15]([NH:28][C:29]1[CH:34]=[CH:33][C:32]([C:35]#[N:36])=[C:31]([Cl:37])[C:30]=1[CH3:38])[C:16]([NH:18][CH2:19][C:20](=[O:27])[C:21]1[CH:26]=[CH:25][CH:24]=[CH:23][CH:22]=1)=O)(C(C)(C)C)(C)C. The catalyst is C1C=CC=CC=1. The product is [Cl:37][C:31]1[C:30]([CH3:38])=[C:29]([NH:28][C@@H:15]([C:16]2[O:27][C:20]([C:21]3[CH:26]=[CH:25][CH:24]=[CH:23][CH:22]=3)=[CH:19][N:18]=2)[C@@H:14]([OH:13])[CH3:39])[CH:34]=[CH:33][C:32]=1[C:35]#[N:36]. The yield is 0.0400. (6) The reactants are [C:1]([CH:5]1[CH2:13][C:12]2[C:7](=[CH:8][CH:9]=[C:10]([NH:14][C:15]([C:17]3([C:20]4[CH:30]=[CH:29][C:23]5[O:24][C:25]([F:28])([F:27])[O:26][C:22]=5[CH:21]=4)[CH2:19][CH2:18]3)=[O:16])[CH:11]=2)[N:6]1[CH2:31][CH2:32]C#N)([CH3:4])([CH3:3])[CH3:2].[Cl:35]CC=O.[BH-](OC(C)=O)(OC(C)=O)OC(C)=O.[Na+]. The catalyst is ClCCl. The product is [C:1]([CH:5]1[CH2:13][C:12]2[C:7](=[CH:8][CH:9]=[C:10]([NH:14][C:15]([C:17]3([C:20]4[CH:30]=[CH:29][C:23]5[O:24][C:25]([F:28])([F:27])[O:26][C:22]=5[CH:21]=4)[CH2:19][CH2:18]3)=[O:16])[CH:11]=2)[N:6]1[CH2:31][CH2:32][Cl:35])([CH3:4])([CH3:3])[CH3:2]. The yield is 0.630. (7) The reactants are C1N2CN3CN(C2)CN1C3.N12CCCN=C1CCCCC2.[F:22][CH:23]([F:33])[C:24]1[O:25][CH2:26][CH:27]([C:29]([O:31][CH3:32])=[O:30])[N:28]=1. The catalyst is C(Cl)Cl.[Cu](Br)Br. The product is [F:33][CH:23]([F:22])[C:24]1[O:25][CH:26]=[C:27]([C:29]([O:31][CH3:32])=[O:30])[N:28]=1. The yield is 0.450. (8) The reactants are [I:1][C:2]1[C:10]([CH3:11])=[CH:9][CH:8]=[CH:7][C:3]=1[C:4]([OH:6])=O.Cl.[CH2:13]([O:15][C:16]([C:18]1([NH2:29])[CH2:26][C:25]2[C:20](=[CH:21][CH:22]=[C:23]([F:28])[C:24]=2[F:27])[CH2:19]1)=[O:17])[CH3:14].CN(C(ON1N=NC2C=CC=NC1=2)=[N+](C)C)C.F[P-](F)(F)(F)(F)F.CCN(C(C)C)C(C)C. The catalyst is CN(C=O)C.C(OCC)(=O)C. The product is [CH2:13]([O:15][C:16]([C:18]1([NH:29][C:4](=[O:6])[C:3]2[CH:7]=[CH:8][CH:9]=[C:10]([CH3:11])[C:2]=2[I:1])[CH2:26][C:25]2[C:20](=[CH:21][CH:22]=[C:23]([F:28])[C:24]=2[F:27])[CH2:19]1)=[O:17])[CH3:14]. The yield is 0.790.